This data is from Forward reaction prediction with 1.9M reactions from USPTO patents (1976-2016). The task is: Predict the product of the given reaction. (1) The product is: [CH3:26][N:2]([CH3:1])[C:3](=[O:25])[CH2:4][C:5]1[CH:10]=[C:9]([CH2:11][CH3:12])[CH:8]=[CH:7][C:6]=1[NH:14][C:15]1[C:20]([F:21])=[C:19]([F:22])[CH:18]=[C:17]([F:23])[C:16]=1[F:24]. Given the reactants [CH3:1][N:2]([CH3:26])[C:3](=[O:25])[CH2:4][C:5]1[CH:10]=[C:9]([C:11](=O)[CH3:12])[CH:8]=[CH:7][C:6]=1[NH:14][C:15]1[C:20]([F:21])=[C:19]([F:22])[CH:18]=[C:17]([F:23])[C:16]=1[F:24], predict the reaction product. (2) Given the reactants [NH2:1][CH2:2][CH2:3][C:4]1[N:8]([C@@H:9]2[CH2:18][C:17]3[C:12](=[C:13]([F:20])[CH:14]=[C:15]([F:19])[CH:16]=3)[O:11][CH2:10]2)[C:7](=[S:21])[NH:6][CH:5]=1.[CH:22](=O)[C:23]1[CH:28]=[CH:27][CH:26]=[CH:25][CH:24]=1.C([BH3-])#N.[Na+], predict the reaction product. The product is: [CH2:22]([NH:1][CH2:2][CH2:3][C:4]1[N:8]([C@@H:9]2[CH2:18][C:17]3[C:12](=[C:13]([F:20])[CH:14]=[C:15]([F:19])[CH:16]=3)[O:11][CH2:10]2)[C:7](=[S:21])[NH:6][CH:5]=1)[C:23]1[CH:28]=[CH:27][CH:26]=[CH:25][CH:24]=1.